This data is from Forward reaction prediction with 1.9M reactions from USPTO patents (1976-2016). The task is: Predict the product of the given reaction. Given the reactants [F:1][C:2]([F:43])([F:42])[C:3]1[CH:4]=[C:5]([C@@H:13]2[O:17]C(=O)[N:15]([CH2:19][C:20]3[CH:25]=[C:24]([C:26]([F:29])([F:28])[F:27])[CH:23]=[CH:22][C:21]=3[C:30]3[CH:35]=[C:34]([CH:36]([CH3:38])[CH3:37])[CH:33]=[CH:32][C:31]=3[O:39][CH3:40])[C@H:14]2[CH3:41])[CH:6]=[C:7]([C:9]([F:12])([F:11])[F:10])[CH:8]=1.O.[OH-].[K+].CCOC(C)=O, predict the reaction product. The product is: [F:1][C:2]([F:42])([F:43])[C:3]1[CH:4]=[C:5]([C@H:13]([OH:17])[C@@H:14]([NH:15][CH2:19][C:20]2[CH:25]=[C:24]([C:26]([F:27])([F:28])[F:29])[CH:23]=[CH:22][C:21]=2[C:30]2[CH:35]=[C:34]([CH:36]([CH3:37])[CH3:38])[CH:33]=[CH:32][C:31]=2[O:39][CH3:40])[CH3:41])[CH:6]=[C:7]([C:9]([F:10])([F:12])[F:11])[CH:8]=1.